Dataset: Full USPTO retrosynthesis dataset with 1.9M reactions from patents (1976-2016). Task: Predict the reactants needed to synthesize the given product. (1) Given the product [O:5]1[C:6]2[C:11](=[CH:10][CH:9]=[CH:8][CH:7]=2)[CH:2]([NH:12][C:13]2[C:14]3[N:15]([CH:25]=[C:26]([CH3:28])[N:27]=3)[CH:16]=[C:17]([C:19]([O:21][CH:22]([CH3:24])[CH3:23])=[O:20])[CH:18]=2)[CH2:3][CH2:4]1, predict the reactants needed to synthesize it. The reactants are: Cl[CH:2]1[C:11]2[C:6](=[CH:7][CH:8]=[CH:9][CH:10]=2)[O:5][CH2:4][CH2:3]1.[NH2:12][C:13]1[C:14]2[N:15]([CH:25]=[C:26]([CH3:28])[N:27]=2)[CH:16]=[C:17]([C:19]([O:21][CH:22]([CH3:24])[CH3:23])=[O:20])[CH:18]=1. (2) Given the product [CH2:16]([O:15][C:9]1[C:8]([C:23]([O:25][CH3:26])=[O:24])=[N:7][N:6]2[CH2:5][CH2:4][NH:1][C:11](=[O:12])[C:10]=12)[C:17]1[CH:22]=[CH:21][CH:20]=[CH:19][CH:18]=1, predict the reactants needed to synthesize it. The reactants are: [N:1]([CH2:4][CH2:5][N:6]1[C:10]([C:11](OC)=[O:12])=[C:9]([O:15][CH2:16][C:17]2[CH:22]=[CH:21][CH:20]=[CH:19][CH:18]=2)[C:8]([C:23]([O:25][CH3:26])=[O:24])=[N:7]1)=[N+]=[N-].C1(P(C2C=CC=CC=2)C2C=CC=CC=2)C=CC=CC=1.O. (3) Given the product [Cl:1][C:2]1[CH:7]=[CH:6][CH:5]=[CH:4][C:3]=1[CH2:8][N:9]([C@H:22]1[CH2:26][CH2:25][N:24]([CH2:27][C:28]2[CH:33]=[CH:32][CH:31]=[CH:30][CH:29]=2)[CH2:23]1)[C:10]1[CH:17]=[CH:16][C:13]([C:14]#[N:15])=[C:12]([C:18]([F:19])([F:20])[F:21])[CH:11]=1, predict the reactants needed to synthesize it. The reactants are: [Cl:1][C:2]1[CH:7]=[CH:6][CH:5]=[CH:4][C:3]=1[CH2:8][N:9]([C@H:22]1[CH2:26][CH2:25][NH:24][CH2:23]1)[C:10]1[CH:17]=[CH:16][C:13]([C:14]#[N:15])=[C:12]([C:18]([F:21])([F:20])[F:19])[CH:11]=1.[CH2:27](Br)[C:28]1[CH:33]=[CH:32][CH:31]=[CH:30][CH:29]=1. (4) The reactants are: [Si]([O:8][CH2:9][C:10]1[CH:14]=[C:13]([C@H:15]2[C@H:19]3[O:20][C:21]([CH3:24])([CH3:23])[O:22][C@H:18]3[C@H:17]([N:25]3[C:29]4[N:30]=[CH:31][N:32]=[C:33]([CH3:34])[C:28]=4[CH:27]=[CH:26]3)[O:16]2)[N:12]([CH:35]2[CH2:40][CH2:39][CH2:38][CH2:37][O:36]2)[N:11]=1)(C(C)(C)C)(C)C.[CH3:41][CH2:42]CC[N+](CCCC)(CCCC)CCCC.[F-].C(I)C.[H-].[Na+]. Given the product [CH2:41]([O:8][CH2:9][C:10]1[CH:14]=[C:13]([C@H:15]2[C@H:19]3[O:20][C:21]([CH3:24])([CH3:23])[O:22][C@H:18]3[C@H:17]([N:25]3[C:29]4[N:30]=[CH:31][N:32]=[C:33]([CH3:34])[C:28]=4[CH:27]=[CH:26]3)[O:16]2)[N:12]([CH:35]2[CH2:40][CH2:39][CH2:38][CH2:37][O:36]2)[N:11]=1)[CH3:42], predict the reactants needed to synthesize it. (5) The reactants are: Cl.Cl.[NH2:3][CH2:4][CH2:5][CH2:6][CH2:7][CH2:8][CH2:9][CH2:10][CH2:11][CH2:12][N:13]1[CH2:18][CH2:17][CH:16]([O:19][C:20](=[O:34])[NH:21][C:22]2[CH:27]=[CH:26][CH:25]=[CH:24][C:23]=2[C:28]2[CH:33]=[CH:32][CH:31]=[CH:30][CH:29]=2)[CH2:15][CH2:14]1.[F:35][C:36]1[C:37]([OH:46])=[C:38]([CH:42]=[CH:43][C:44]=1[F:45])[C:39](O)=[O:40]. Given the product [F:35][C:36]1[C:37]([OH:46])=[C:38]([CH:42]=[CH:43][C:44]=1[F:45])[C:39]([NH:3][CH2:4][CH2:5][CH2:6][CH2:7][CH2:8][CH2:9][CH2:10][CH2:11][CH2:12][N:13]1[CH2:18][CH2:17][CH:16]([O:19][C:20](=[O:34])[NH:21][C:22]2[CH:27]=[CH:26][CH:25]=[CH:24][C:23]=2[C:28]2[CH:33]=[CH:32][CH:31]=[CH:30][CH:29]=2)[CH2:15][CH2:14]1)=[O:40], predict the reactants needed to synthesize it. (6) Given the product [O:11]1[C:3]2[CH:2]=[CH:1][C:6]([CH2:7][NH:19][C:18]3[CH:20]=[CH:21][C:15]([CH:12]([CH3:14])[CH3:13])=[CH:16][CH:17]=3)=[CH:5][C:4]=2[O:9][CH2:10]1, predict the reactants needed to synthesize it. The reactants are: [CH:1]1[C:6]([CH:7]=O)=[CH:5][C:4]2[O:9][CH2:10][O:11][C:3]=2[CH:2]=1.[CH:12]([C:15]1[CH:21]=[CH:20][C:18]([NH2:19])=[CH:17][CH:16]=1)([CH3:14])[CH3:13]. (7) Given the product [CH2:1]([N:8]([CH2:9][C:10]1[CH:11]=[C:12]([C:13]#[N:14])[CH:15]=[CH:16][C:17]=1[Br:18])[C:22]([CH:19]1[CH2:21][CH2:20]1)=[O:23])[C:2]1[CH:3]=[CH:4][CH:5]=[CH:6][CH:7]=1, predict the reactants needed to synthesize it. The reactants are: [CH2:1]([NH:8][CH2:9][C:10]1[CH:11]=[C:12]([CH:15]=[CH:16][C:17]=1[Br:18])[C:13]#[N:14])[C:2]1[CH:7]=[CH:6][CH:5]=[CH:4][CH:3]=1.[CH:19]1([C:22](Cl)=[O:23])[CH2:21][CH2:20]1. (8) Given the product [Cl:1][C:2]1[CH:10]=[C:9]([CH2:11][O:12][C:15]2[CH:20]=[CH:19][C:18]([CH2:21][CH2:22][C:23]([O:25][CH2:26][CH3:27])=[O:24])=[C:17]([CH3:28])[C:16]=2[CH3:29])[C:8]2[C:4](=[CH:5][N:6]([CH3:13])[N:7]=2)[CH:3]=1, predict the reactants needed to synthesize it. The reactants are: [Cl:1][C:2]1[CH:10]=[C:9]([CH2:11][OH:12])[C:8]2[C:4](=[CH:5][N:6]([CH3:13])[N:7]=2)[CH:3]=1.O[C:15]1[CH:20]=[CH:19][C:18]([CH2:21][CH2:22][C:23]([O:25][CH2:26][CH3:27])=[O:24])=[C:17]([CH3:28])[C:16]=1[CH3:29].C1(P(C2C=CC=CC=2)C2C=CC=CC=2)C=CC=CC=1.CC(OC(/N=N/C(OC(C)C)=O)=O)C. (9) Given the product [F:28][C:26]1[CH:27]=[C:22]([CH:23]=[C:24]([F:30])[C:25]=1[O:29][CH2:2][C:3]1[C:4]([S:9][CH:10]([CH3:12])[CH3:11])=[N:5][CH:6]=[CH:7][CH:8]=1)[CH2:21][CH:19]1[CH2:20][CH:18]1[C:16]([OH:17])=[O:15], predict the reactants needed to synthesize it. The reactants are: Cl[CH2:2][C:3]1[C:4]([S:9][CH:10]([CH3:12])[CH3:11])=[N:5][CH:6]=[CH:7][CH:8]=1.C([O:15][C:16]([CH:18]1[CH2:20][CH:19]1[CH2:21][C:22]1[CH:27]=[C:26]([F:28])[C:25]([OH:29])=[C:24]([F:30])[CH:23]=1)=[O:17])C. (10) Given the product [Cl:18][CH:3]([C:2](=[O:1])[CH:9]1[CH2:14][CH2:13][O:12][CH2:11][CH2:10]1)[C:4]([O:6][CH2:7][CH3:8])=[O:5], predict the reactants needed to synthesize it. The reactants are: [O:1]=[C:2]([CH:9]1[CH2:14][CH2:13][O:12][CH2:11][CH2:10]1)[CH2:3][C:4]([O:6][CH2:7][CH3:8])=[O:5].S(Cl)([Cl:18])(=O)=O.